Task: Predict the product of the given reaction.. Dataset: Forward reaction prediction with 1.9M reactions from USPTO patents (1976-2016) (1) Given the reactants [CH3:1][O:2][C:3](=[O:23])[C:4]1[CH:9]=[C:8]([C:10]([O:12]CC)=[CH2:11])[C:7]([C:15]([F:18])([F:17])[F:16])=[CH:6][C:5]=1[NH:19][C:20](=[O:22])[CH3:21].Cl.CCOC(C)=O, predict the reaction product. The product is: [CH3:1][O:2][C:3](=[O:23])[C:4]1[CH:9]=[C:8]([C:10](=[O:12])[CH3:11])[C:7]([C:15]([F:18])([F:17])[F:16])=[CH:6][C:5]=1[NH:19][C:20](=[O:22])[CH3:21]. (2) The product is: [CH3:14][O:1][C:2]1[CH:3]=[CH:4][C:5]([CH2:8][C:9]([O:11][CH2:12][CH3:13])=[O:10])=[CH:6][CH:7]=1. Given the reactants [OH:1][C:2]1[CH:7]=[CH:6][C:5]([CH2:8][C:9]([O:11][CH2:12][CH3:13])=[O:10])=[CH:4][CH:3]=1.[C:14]([O-])([O-])=O.[K+].[K+].COS(OC)(=O)=O, predict the reaction product.